The task is: Predict the reaction yield, written as a fraction of the theoretical maximum amount of product (1.0 means a 100% yield; for example, 0.34 means a 34% yield).. This data is from Reaction yield outcomes from USPTO patents with 853,638 reactions. (1) The reactants are [O:1]1[CH2:6][CH2:5][CH:4]([CH2:7][CH2:8][N:9]2[CH2:14][CH2:13][C:12](=O)[CH2:11][CH2:10]2)[O:3][CH2:2]1.[F:16][C:17]1[CH:24]=[CH:23][C:20]([CH2:21][NH2:22])=[CH:19][CH:18]=1.C(O)(=O)C.C([BH3-])#N.[Na+]. The catalyst is CO. The product is [O:1]1[CH2:6][CH2:5][CH:4]([CH2:7][CH2:8][N:9]2[CH2:14][CH2:13][CH:12]([NH:22][CH2:21][C:20]3[CH:23]=[CH:24][C:17]([F:16])=[CH:18][CH:19]=3)[CH2:11][CH2:10]2)[O:3][CH2:2]1. The yield is 0.580. (2) The reactants are [Cl:1]N1C(=O)CCC1=O.[CH:9](=[N:16][OH:17])[C:10]1[CH:15]=[CH:14][CH:13]=[CH:12][CH:11]=1.O. The catalyst is CN(C=O)C. The product is [Cl:1][C:9](=[N:16][OH:17])[C:10]1[CH:15]=[CH:14][CH:13]=[CH:12][CH:11]=1. The yield is 1.00. (3) The reactants are [CH2:1]([SH:13])[CH2:2][CH2:3][CH2:4]CCCCCCCC.[OH-].[Na+].[C:16](=[S:18])=[S:17].Br[CH:20]([CH3:24])[C:21]([OH:23])=[O:22]. The catalyst is [Br-].C([N+](CCC)(CCC)CCC)CC.O.CC(C)=O. The product is [CH2:1]([S:13][C:16]([S:18][CH:20]([CH3:24])[C:21]([OH:23])=[O:22])=[S:17])[CH2:2][CH2:3][CH3:4]. The yield is 0.760. (4) The reactants are [CH3:1][O:2][C:3](=[O:21])[CH2:4][O:5][C:6]1[CH:11]=[CH:10][C:9]([C:12]2[CH:17]=[CH:16][C:15]([N+:18]([O-])=O)=[CH:14][CH:13]=2)=[CH:8][CH:7]=1. The catalyst is [Pd].CO. The product is [CH3:1][O:2][C:3](=[O:21])[CH2:4][O:5][C:6]1[CH:7]=[CH:8][C:9]([C:12]2[CH:17]=[CH:16][C:15]([NH2:18])=[CH:14][CH:13]=2)=[CH:10][CH:11]=1. The yield is 0.310. (5) The product is [CH3:1][NH:2][C:3]1[C:8]([CH:9]=[O:10])=[CH:7][N:6]=[C:5]([S:11][CH3:12])[N:4]=1. The reactants are [CH3:1][NH:2][C:3]1[C:8]([CH2:9][OH:10])=[CH:7][N:6]=[C:5]([S:11][CH3:12])[N:4]=1. The catalyst is C(Cl)(Cl)Cl.O=[Mn]=O. The yield is 0.920. (6) The reactants are C([O:8][C:9]([C:11]1[CH:12]=[C:13]2[C:21](=[C:22]([C:33]3[CH:41]=[CH:40][C:36]4[O:37][CH2:38][O:39][C:35]=4[CH:34]=3)[C:23]=1[CH2:24][O:25][CH2:26][C:27]1[CH:32]=[CH:31][CH:30]=[CH:29][CH:28]=1)[C:17]1[O:18][CH2:19][O:20][C:16]=1[CH:15]=[CH:14]2)=[O:10])C1C=CC=CC=1.[OH-].[Na+]. The catalyst is CO.O. The product is [O:37]1[C:36]2[CH:40]=[CH:41][C:33]([C:22]3[C:23]([CH2:24][O:25][CH2:26][C:27]4[CH:28]=[CH:29][CH:30]=[CH:31][CH:32]=4)=[C:11]([C:9]([OH:10])=[O:8])[CH:12]=[C:13]4[C:21]=3[C:17]3[O:18][CH2:19][O:20][C:16]=3[CH:15]=[CH:14]4)=[CH:34][C:35]=2[O:39][CH2:38]1. The yield is 0.700.